Dataset: Catalyst prediction with 721,799 reactions and 888 catalyst types from USPTO. Task: Predict which catalyst facilitates the given reaction. Reactant: Cl[C:2]1[CH:7]=[C:6]([CH3:8])[N:5]=[C:4]([C:9]2[CH:14]=[CH:13][CH:12]=[CH:11][N:10]=2)[N:3]=1.[CH3:15][C:16]1[CH:22]=[CH:21][CH:20]=[C:19]([CH3:23])[C:17]=1[NH2:18].Cl.[OH-].[Na+]. Product: [CH3:15][C:16]1[CH:22]=[CH:21][CH:20]=[C:19]([CH3:23])[C:17]=1[NH:18][C:2]1[CH:7]=[C:6]([CH3:8])[N:5]=[C:4]([C:9]2[CH:14]=[CH:13][CH:12]=[CH:11][N:10]=2)[N:3]=1. The catalyst class is: 97.